Task: Regression. Given two drug SMILES strings and cell line genomic features, predict the synergy score measuring deviation from expected non-interaction effect.. Dataset: NCI-60 drug combinations with 297,098 pairs across 59 cell lines (1) Drug 1: C1C(C(OC1N2C=NC(=NC2=O)N)CO)O. Drug 2: CC1C(C(CC(O1)OC2CC(CC3=C2C(=C4C(=C3O)C(=O)C5=C(C4=O)C(=CC=C5)OC)O)(C(=O)CO)O)N)O.Cl. Cell line: NCI/ADR-RES. Synergy scores: CSS=17.1, Synergy_ZIP=-4.90, Synergy_Bliss=0.372, Synergy_Loewe=2.20, Synergy_HSA=3.38. (2) Drug 1: C1CN(CCN1C(=O)CCBr)C(=O)CCBr. Drug 2: COCCOC1=C(C=C2C(=C1)C(=NC=N2)NC3=CC=CC(=C3)C#C)OCCOC.Cl. Cell line: HS 578T. Synergy scores: CSS=21.4, Synergy_ZIP=-6.00, Synergy_Bliss=-2.15, Synergy_Loewe=-2.71, Synergy_HSA=-1.79.